Dataset: Experimentally validated miRNA-target interactions with 360,000+ pairs, plus equal number of negative samples. Task: Binary Classification. Given a miRNA mature sequence and a target amino acid sequence, predict their likelihood of interaction. (1) The protein sequence of the target gene is MHTPPALPRRFQGGGRVRTPGSHRQGKDNLERDPSGGCVPDFLPQAQDSNHFIMESLFCESSGDSSLEKEFLGAPVGPSVSTPNSQHSSPSRSLSANSIKVEMYSDEESSRLLGPDERLLEKDDSVIVEDSLSEPLGYCDGSGPEPHSPGGIRLPNGKLKCDVCGMVCIGPNVLMVHKRSHTGERPFHCNQCGASFTQKGNLLRHIKLHSGEKPFKCPFCNYACRRRDALTGHLRTHSVSSPTVGKPYKCNYCGRSYKQQSTLEEHKERCHNYLQSLSTEAQALAGQPGDEIRDLEMVPD.... The miRNA is hsa-miR-5685 with sequence ACAGCCCAGCAGUUAUCACGGG. Result: 0 (no interaction). (2) The miRNA is hsa-miR-31-3p with sequence UGCUAUGCCAACAUAUUGCCAU. The protein sequence of the target gene is MGDEMDAMIPEREMKDFQFRALKKVRIFDSPEELPKERSSVLTISNKYGMLFAGGTNGLNVFPTKSLLIQNKPGDDPNKIVDTIQGLNVPMKFPVHHLALSCDSLTLSACMMSSEYGSIIAFFDVRTFSNQAKPLKRPFTYHKVSNDASGMVNDMKWNPTVPSMVAVCLADGSISVLQVTDVVKVCATLPPSTGVTCVCWSPKGKQLAVGKQNGTVVQYLPTLQEKKVIPCPPFYESDHPVRVLDVLWIGTYVFTIVYAGADGTLETCPDVVMALLPKKEEKHPEIFVNFMEPCYSSCTE.... Result: 0 (no interaction). (3) The miRNA is ath-miR167a-5p with sequence UGAAGCUGCCAGCAUGAUCUA. The protein sequence of the target gene is MATAAQGPLSLLWGWLWSERFWLPENVSWADLEGPADGYGYPRGRHILSVFPLAAGIFFVRLLFERFIAKPCALCIGIEDSGPYQAQPNAILEKVFISITKYPDKKRLEGLSKQLDWNVRKIQCWFRHRRNQDKPPTLTKFCESMWRFTFYLCIFCYGIRFLWSSPWFWDIRQCWHNYPFQPLSSGLYHYYIMELAFYWSLMFSQFTDIKRKDFLIMFVHHLVTIGLISFSYINNMVRVGTLIMCLHDVSDFLLEAAKLANYAKYQRLCDTLFVIFSAVFMVTRLGIYPFWILNTTLFES.... Result: 0 (no interaction). (4) The miRNA is hsa-miR-142-3p with sequence UGUAGUGUUUCCUACUUUAUGGA. The protein sequence of the target gene is MEPSEVPSQISKDNFLEVPNLSDSLCEDEEVTFQPGFSPQPSRRGSDSSEDIYLDTPSSGTRRVSFADSFGFNLVSVKEFDCWELPSASTTFDLGTDIFHTEEYVLAPLFDLPSSKEDLMQQLQIQKAILESTESLLGSTSIKGIIRVLNVSFEKLVYVRMSLDDWQTHYDILAEYVPNSCDGETDQFSFKIVLVPPYQKDGSKVEFCIRYETSVGTFWSNNNGTNYTFICQKKEQEPEPVKPWKEVPNRQIKGCLKVKSSKEESSVTSEENNFENPKNTDTYIPTIICSHEDKEDLEAS.... Result: 0 (no interaction). (5) The miRNA is rno-miR-34a-5p with sequence UGGCAGUGUCUUAGCUGGUUGU. The protein sequence of the target gene is MAASEDELLLPRLPELFETSKKLLEDVEVATEPTGSRTIQDKVSKGLELLEKAAGMLSQLDLFSRNEDLEEIASTDLKYLMVPALQGALTMKQVNPSKRLDHLQRAREHFVHFLTQCHCYHVAEFQLPQTKTNSAENNTASSSMAYPNLVAMASQRQAKIERYKQKKEVEHRLSALKSAVESGQADDERVREYHLLHLRRWIAVSLEELESIDQEIKILKEKDSPREETACHSSLPEKPPMKPFILTRNKAQAKVFGTGYPSLATMTVSDWYEQHQKYGVLPDRGIAKPASADFQRAAQQ.... Result: 0 (no interaction).